Dataset: Forward reaction prediction with 1.9M reactions from USPTO patents (1976-2016). Task: Predict the product of the given reaction. (1) The product is: [Cl:15][CH2:16][CH2:17][CH2:18][C:19]([NH:8][NH:7][C:1]1[CH:6]=[CH:5][CH:4]=[CH:3][CH:2]=1)=[O:20]. Given the reactants [C:1]1([NH:7][NH2:8])[CH:6]=[CH:5][CH:4]=[CH:3][CH:2]=1.C([O-])([O-])=O.[Na+].[Na+].[Cl:15][CH2:16][CH2:17][CH2:18][C:19](Cl)=[O:20], predict the reaction product. (2) Given the reactants [S:1]=[C:2]1[C:7]2[N:8]3[C:14](=[C:15]([C:16]#[N:17])[C:6]=2[N:5]=[CH:4][NH:3]1)[CH2:13][CH2:12][CH2:11][CH2:10][CH2:9]3.[Al+3].[Cl-].[Cl-].[Cl-].[N-:22]=[N+:23]=[N-:24].[Na+].Cl, predict the reaction product. The product is: [N:17]1[NH:22][N:23]=[N:24][C:16]=1[C:15]1[C:6]2[N:5]=[CH:4][NH:3][C:2](=[S:1])[C:7]=2[N:8]2[C:14]=1[CH2:13][CH2:12][CH2:11][CH2:10][CH2:9]2. (3) Given the reactants [NH2:1][CH2:2][CH2:3][N:4]1[CH:8]=[C:7]([N:9]2[C:17]3[C:12](=[CH:13][CH:14]=[C:15]([Cl:19])[C:16]=3[F:18])[C:11]([S:20][C:21]3[C:22]([F:32])=[C:23]([CH:29]=[CH:30][CH:31]=3)[C:24]([O:26][CH2:27][CH3:28])=[O:25])=[C:10]2[CH:33]2[CH2:35][CH2:34]2)[CH:6]=[N:5]1.CCN(CC)CC.ClC(Cl)(OC(=O)OC(Cl)(Cl)Cl)Cl.[N-:55]=[C:56]=[O:57].N, predict the reaction product. The product is: [Cl:19][C:15]1[C:16]([F:18])=[C:17]2[C:12]([C:11]([S:20][C:21]3[C:22]([F:32])=[C:23]([CH:29]=[CH:30][CH:31]=3)[C:24]([O:26][CH2:27][CH3:28])=[O:25])=[C:10]([CH:33]3[CH2:35][CH2:34]3)[N:9]2[C:7]2[CH:6]=[N:5][N:4]([CH2:3][CH2:2][NH:1][C:56]([NH2:55])=[O:57])[CH:8]=2)=[CH:13][CH:14]=1. (4) Given the reactants [Cl:1][C:2]1[CH:7]=[CH:6][C:5]([CH2:8][C:9]([CH3:12])(O)[CH3:10])=[CH:4][CH:3]=1.[Cl:13][CH2:14][C:15]#[N:16].S(=O)(=O)(O)[OH:18].C(=O)([O-])[O-].[K+].[K+], predict the reaction product. The product is: [Cl:13][CH2:14][C:15]([NH:16][C:9]([CH3:12])([CH3:10])[CH2:8][C:5]1[CH:6]=[CH:7][C:2]([Cl:1])=[CH:3][CH:4]=1)=[O:18]. (5) Given the reactants [NH2:1][C:2]1[N:10]=[C:9]([O:11][CH2:12][CH2:13][CH2:14][CH3:15])[N:8]=[C:7]2[C:3]=1[NH:4][C:5](=[O:42])[N:6]2[CH2:16][CH2:17][CH2:18][N:19]([CH2:30][C:31]1[CH:36]=[CH:35][CH:34]=[C:33]([CH2:37][C:38]([O:40][CH3:41])=[O:39])[CH:32]=1)[C:20](=[O:29])[CH2:21]C(OC(C)(C)C)=O.C(O)(C(F)(F)F)=O, predict the reaction product. The product is: [CH3:41][O:40][C:38](=[O:39])[CH2:37][C:33]1[CH:34]=[CH:35][CH:36]=[C:31]([CH2:30][N:19]([C:20](=[O:29])[CH3:21])[CH2:18][CH2:17][CH2:16][N:6]2[C:5](=[O:42])[NH:4][C:3]3[C:7]2=[N:8][C:9]([O:11][CH2:12][CH2:13][CH2:14][CH3:15])=[N:10][C:2]=3[NH2:1])[CH:32]=1. (6) The product is: [Cl:22][C:23]1[CH:28]=[CH:27][C:26]([NH:29][C:30]([NH:1][C:2]2[CH:3]=[C:4]([CH:18]=[CH:19][C:20]=2[F:21])[O:5][C:6]2[N:11]=[CH:10][N:9]=[C:8]([NH:12][C:13]([CH:15]3[CH2:17][CH2:16]3)=[O:14])[CH:7]=2)=[O:31])=[CH:25][C:24]=1[C:32]([F:33])([F:34])[F:35]. Given the reactants [NH2:1][C:2]1[CH:3]=[C:4]([CH:18]=[CH:19][C:20]=1[F:21])[O:5][C:6]1[N:11]=[CH:10][N:9]=[C:8]([NH:12][C:13]([CH:15]2[CH2:17][CH2:16]2)=[O:14])[CH:7]=1.[Cl:22][C:23]1[CH:28]=[CH:27][C:26]([N:29]=[C:30]=[O:31])=[CH:25][C:24]=1[C:32]([F:35])([F:34])[F:33], predict the reaction product.